Dataset: Reaction yield outcomes from USPTO patents with 853,638 reactions. Task: Predict the reaction yield, written as a fraction of the theoretical maximum amount of product (1.0 means a 100% yield; for example, 0.34 means a 34% yield). (1) The reactants are [Br:1][C:2]1[C:3]([CH3:10])=[CH:4][C:5]([NH:8][NH2:9])=[N:6][CH:7]=1.[C:11]([C:13]1[CH:18]=[CH:17][C:16]([C:19](=[CH:25]N(C)C)[C:20](OCC)=[O:21])=[CH:15][CH:14]=1)#[N:12].Cl.CCN(C(C)C)C(C)C. The catalyst is C(O)(C)C. The product is [Br:1][C:2]1[C:3]([CH3:10])=[CH:4][C:5]([N:8]2[C:20]([OH:21])=[C:19]([C:16]3[CH:15]=[CH:14][C:13]([C:11]#[N:12])=[CH:18][CH:17]=3)[CH:25]=[N:9]2)=[N:6][CH:7]=1. The yield is 0.820. (2) The reactants are FC(F)(F)S(O[C:7]1[CH:15]=[CH:14][C:13]([C:16]2[N:17]([C:32]([O:34][C:35]([CH3:38])([CH3:37])[CH3:36])=[O:33])[C:18]3[C:23]([CH:24]=2)=[CH:22][C:21]([CH2:25][N:26]2[CH2:31][CH2:30][CH2:29][CH2:28][CH2:27]2)=[CH:20][CH:19]=3)=[C:12]2[C:8]=1[CH2:9][NH:10][C:11]2=[O:39])(=O)=O.B1(C=C)OB([CH:48]=[CH2:49])OB(C=C)O1.C1C=CN=CC=1.C(=O)([O-])[O-].[K+].[K+].O. The catalyst is C(COC)OC. The product is [CH:48]([C:7]1[CH:15]=[CH:14][C:13]([C:16]2[N:17]([C:32]([O:34][C:35]([CH3:36])([CH3:37])[CH3:38])=[O:33])[C:18]3[C:23]([CH:24]=2)=[CH:22][C:21]([CH2:25][N:26]2[CH2:27][CH2:28][CH2:29][CH2:30][CH2:31]2)=[CH:20][CH:19]=3)=[C:12]2[C:8]=1[CH2:9][NH:10][C:11]2=[O:39])=[CH2:49]. The yield is 0.670. (3) The reactants are [C:9](O[C:9]([O:11][C:12]([CH3:15])([CH3:14])[CH3:13])=[O:10])([O:11][C:12]([CH3:15])([CH3:14])[CH3:13])=[O:10].[NH2:16][CH2:17][CH2:18][CH2:19][CH:20]([OH:24])[C:21]([OH:23])=[O:22]. The catalyst is [OH-].[Na+].O1CCOCC1. The product is [C:12]([O:11][C:9]([NH:16][CH2:17][CH2:18][CH2:19][CH:20]([OH:24])[C:21]([OH:23])=[O:22])=[O:10])([CH3:13])([CH3:14])[CH3:15]. The yield is 0.737. (4) The reactants are Br[C:2]1[CH:7]=C[C:5]([C:8]2[CH:12]=[CH:11]N(C)[N:9]=2)=[CH:4][CH:3]=1.Br[C:15]1[CH:20]=[CH:19][C:18]([C:21]2[N:25]([CH3:26])[N:24]=[CH:23][CH:22]=2)=[CH:17][CH:16]=1.C[Si](C)(C)C#CC1C=CC=C(C)N=1.C(N(CC)CC)C.[F-].C([N+](CCCC)(CCCC)CCCC)CCC.CN1C=CC(C2C=CC(C#CC3C=CC=C(C)N=3)=CC=2)=N1. The catalyst is C1COCC1.[Cu]I.Cl[Pd](Cl)([P](C1C=CC=CC=1)(C1C=CC=CC=1)C1C=CC=CC=1)[P](C1C=CC=CC=1)(C1C=CC=CC=1)C1C=CC=CC=1.O.CN(C=O)C. The product is [CH3:26][N:25]1[C:21]([C:18]2[CH:19]=[CH:20][C:15]([C:11]#[C:12][C:8]3[CH:5]=[CH:4][CH:3]=[C:2]([CH3:7])[N:9]=3)=[CH:16][CH:17]=2)=[CH:22][CH:23]=[N:24]1. The yield is 0.320. (5) The reactants are C([O:8][C:9]1[CH:14]=[CH:13][CH:12]=[CH:11][C:10]=1[CH:15]([C:17]1[CH:22]=[CH:21][C:20]([O:23][CH3:24])=[C:19]([F:25])[CH:18]=1)O)C1C=CC=CC=1.Cl. The catalyst is [OH-].[Pd+2].[OH-]. The product is [F:25][C:19]1[CH:18]=[C:17]([CH:22]=[CH:21][C:20]=1[O:23][CH3:24])[CH2:15][C:10]1[CH:11]=[CH:12][CH:13]=[CH:14][C:9]=1[OH:8]. The yield is 0.920. (6) The catalyst is [C-]#N.[C-]#N.[Zn+2].C1C=CC([P]([Pd]([P](C2C=CC=CC=2)(C2C=CC=CC=2)C2C=CC=CC=2)([P](C2C=CC=CC=2)(C2C=CC=CC=2)C2C=CC=CC=2)[P](C2C=CC=CC=2)(C2C=CC=CC=2)C2C=CC=CC=2)(C2C=CC=CC=2)C2C=CC=CC=2)=CC=1. The reactants are Br[C:2]1[CH:7]=[C:6]([CH2:8][S:9]([CH3:12])(=[O:11])=[O:10])[CH:5]=[C:4]([Br:13])[CH:3]=1.[NH4+].[OH-].[CH3:16][N:17](C=O)C. The yield is 0.200. The product is [Br:13][C:4]1[CH:3]=[C:2]([CH:7]=[C:6]([CH2:8][S:9]([CH3:12])(=[O:11])=[O:10])[CH:5]=1)[C:16]#[N:17].